From a dataset of Full USPTO retrosynthesis dataset with 1.9M reactions from patents (1976-2016). Predict the reactants needed to synthesize the given product. (1) Given the product [CH3:1][CH:2]([C:7]1[CH:8]=[CH:9][C:10]([NH:13][C:14](=[O:31])[CH:15]([NH:19][C:20](=[O:30])[CH2:21][C:22]2[CH:27]=[C:26]([F:28])[CH:25]=[C:24]([F:29])[CH:23]=2)[CH2:16][CH2:17][CH3:18])=[N:11][CH:12]=1)[CH2:3][CH:4]([NH:46][CH3:45])[CH3:5], predict the reactants needed to synthesize it. The reactants are: [CH3:1][CH:2]([C:7]1[CH:8]=[CH:9][C:10]([NH:13][C:14](=[O:31])[CH:15]([NH:19][C:20](=[O:30])[CH2:21][C:22]2[CH:27]=[C:26]([F:28])[CH:25]=[C:24]([F:29])[CH:23]=2)[CH2:16][CH2:17][CH3:18])=[N:11][CH:12]=1)[CH2:3][C:4](=O)[CH3:5].CN.C1COCC1.C([O-])(=O)C.[Na+].[BH3-][C:45]#[N:46].[Na+]. (2) Given the product [C:11]1([C:10]2[C:4]3[C:5](=[CH:6][N:7]=[C:2]([C:40]4[CH2:39][O:38][C:37](=[O:41])[CH:36]=4)[CH:3]=3)[N:8]([CH:17]3[CH2:22][CH2:21][CH2:20][CH2:19][O:18]3)[N:9]=2)[CH:16]=[CH:15][CH:14]=[CH:13][CH:12]=1, predict the reactants needed to synthesize it. The reactants are: Br[C:2]1[CH:3]=[C:4]2[C:10]([C:11]3[CH:16]=[CH:15][CH:14]=[CH:13][CH:12]=3)=[N:9][N:8]([CH:17]3[CH2:22][CH2:21][CH2:20][CH2:19][O:18]3)[C:5]2=[CH:6][N:7]=1.C([Sn]([C:36]1[C:37](=[O:41])[O:38][CH2:39][CH:40]=1)(CCCC)CCCC)CCC. (3) Given the product [CH3:23][S:24]([O:10][C:9]1[CH:8]=[CH:7][C:6]([NH:14][C:15](=[O:20])[C:16]([CH3:19])([CH3:18])[CH3:17])=[C:5]([CH3:21])[C:4]=1[O:3][CH3:2])(=[O:26])=[O:25], predict the reactants needed to synthesize it. The reactants are: Cl.[CH3:2][O:3][C:4]1[C:5]([CH3:21])=[C:6]([NH:14][C:15](=[O:20])[C:16]([CH3:19])([CH3:18])[CH3:17])[CH:7]=[CH:8][C:9]=1[O:10]COC.O.[CH3:23][S:24](Cl)(=[O:26])=[O:25]. (4) Given the product [CH2:12]([C:11]1([C:5]2[CH:4]=[C:3]([O:2][CH3:1])[CH:8]=[C:7]([O:9][CH3:10])[CH:6]=2)[S:29][CH2:26][CH2:27][S:28]1)[CH2:13][CH2:14][CH3:15], predict the reactants needed to synthesize it. The reactants are: [CH3:1][O:2][C:3]1[CH:4]=[C:5]([C:11](=O)[CH2:12][CH2:13][CH2:14][CH3:15])[CH:6]=[C:7]([O:9][CH3:10])[CH:8]=1.B(F)(F)F.CCOCC.[CH2:26]([SH:29])[CH2:27][SH:28].